From a dataset of Forward reaction prediction with 1.9M reactions from USPTO patents (1976-2016). Predict the product of the given reaction. (1) Given the reactants CN(C(ON1N=NC2C=CC=NC1=2)=[N+](C)C)C.F[P-](F)(F)(F)(F)F.[NH2:25][C@@H:26]1[CH2:31][CH2:30][O:29][CH2:28][C@@H:27]1[NH:32][C:33](=[O:39])[O:34][C:35]([CH3:38])([CH3:37])[CH3:36].[CH3:40][O:41][C:42]1[CH:43]=[C:44]2[C:48](=[CH:49][CH:50]=1)[N:47]([CH3:51])[N:46]=[C:45]2[C:52]1[N:53]=[C:54]2[C:60]([C:61](O)=[O:62])=[CH:59][N:58]([CH2:64][O:65][CH2:66][CH2:67][Si:68]([CH3:71])([CH3:70])[CH3:69])[C:55]2=[N:56][CH:57]=1, predict the reaction product. The product is: [CH3:40][O:41][C:42]1[CH:43]=[C:44]2[C:48](=[CH:49][CH:50]=1)[N:47]([CH3:51])[N:46]=[C:45]2[C:52]1[N:53]=[C:54]2[C:60]([C:61]([NH:25][C@@H:26]3[CH2:31][CH2:30][O:29][CH2:28][C@@H:27]3[NH:32][C:33](=[O:39])[O:34][C:35]([CH3:36])([CH3:38])[CH3:37])=[O:62])=[CH:59][N:58]([CH2:64][O:65][CH2:66][CH2:67][Si:68]([CH3:69])([CH3:71])[CH3:70])[C:55]2=[N:56][CH:57]=1. (2) Given the reactants [F:1][C:2]1[CH:7]=[CH:6][C:5]([N:8]2[C:12]3=[C:13]4[C:18](=[C:19]([C:21]#[N:22])[CH:20]=[C:11]3[CH:10]=[N:9]2)[CH:17]=[N:16][CH:15]=[CH:14]4)=[CH:4][CH:3]=1.[OH-:23].[K+].C(Cl)(Cl)Cl.O, predict the reaction product. The product is: [F:1][C:2]1[CH:3]=[CH:4][C:5]([N:8]2[C:12]3=[C:13]4[C:18](=[C:19]([C:21]([NH2:22])=[O:23])[CH:20]=[C:11]3[CH:10]=[N:9]2)[CH:17]=[N:16][CH:15]=[CH:14]4)=[CH:6][CH:7]=1. (3) Given the reactants Br[C:2]1[CH:29]=[CH:28][C:5]2[N:6]([C:9]([C:22]3[CH:27]=[CH:26][CH:25]=[CH:24][CH:23]=3)([C:16]3[CH:21]=[CH:20][CH:19]=[CH:18][CH:17]=3)[C:10]3[CH:15]=[CH:14][CH:13]=[CH:12][CH:11]=3)[CH:7]=[N:8][C:4]=2[C:3]=1[CH3:30].[B:31]1([B:31]2[O:35][C:34]([CH3:37])([CH3:36])[C:33]([CH3:39])([CH3:38])[O:32]2)[O:35][C:34]([CH3:37])([CH3:36])[C:33]([CH3:39])([CH3:38])[O:32]1.C([O-])(=O)C.[K+].O, predict the reaction product. The product is: [CH3:30][C:3]1[C:4]2[N:8]=[CH:7][N:6]([C:9]([C:22]3[CH:27]=[CH:26][CH:25]=[CH:24][CH:23]=3)([C:10]3[CH:15]=[CH:14][CH:13]=[CH:12][CH:11]=3)[C:16]3[CH:17]=[CH:18][CH:19]=[CH:20][CH:21]=3)[C:5]=2[CH:28]=[CH:29][C:2]=1[B:31]1[O:35][C:34]([CH3:37])([CH3:36])[C:33]([CH3:39])([CH3:38])[O:32]1. (4) Given the reactants C(Cl)(=O)C(Cl)=O.[Cl:7][C:8]1[CH:13]=[CH:12][C:11]([CH:14]([O:18][CH2:19][C:20]#[CH:21])[C:15]([OH:17])=O)=[CH:10][CH:9]=1.[C:22]([Si:26]([C:49]1[CH:54]=[CH:53][CH:52]=[CH:51][CH:50]=1)([C:43]1[CH:48]=[CH:47][CH:46]=[CH:45][CH:44]=1)[O:27][C:28]1[CH:33]=[CH:32][C:31]([C:34]2[CH:39]=[CH:38][CH:37]=[CH:36][C:35]=2[NH2:40])=[CH:30][C:29]=1[O:41][CH3:42])([CH3:25])([CH3:24])[CH3:23].C(N(CC)CC)C, predict the reaction product. The product is: [C:22]([Si:26]([C:49]1[CH:50]=[CH:51][CH:52]=[CH:53][CH:54]=1)([C:43]1[CH:44]=[CH:45][CH:46]=[CH:47][CH:48]=1)[O:27][C:28]1[CH:33]=[CH:32][C:31]([C:34]2[CH:39]=[CH:38][CH:37]=[CH:36][C:35]=2[NH:40][C:15](=[O:17])[CH:14]([C:11]2[CH:10]=[CH:9][C:8]([Cl:7])=[CH:13][CH:12]=2)[O:18][CH2:19][C:20]#[CH:21])=[CH:30][C:29]=1[O:41][CH3:42])([CH3:25])([CH3:23])[CH3:24]. (5) The product is: [Br:9][C:10]1[CH:11]=[N:12][C:13]([O:1][CH2:2][CH2:3][N:4]2[CH2:8][CH2:7][CH2:6][CH2:5]2)=[N:14][CH:15]=1. Given the reactants [OH:1][CH2:2][CH2:3][N:4]1[CH2:8][CH2:7][CH2:6][CH2:5]1.[Br:9][C:10]1[CH:11]=[N:12][C:13](Cl)=[N:14][CH:15]=1.[H-].[Na+], predict the reaction product.